The task is: Predict the reaction yield, written as a fraction of the theoretical maximum amount of product (1.0 means a 100% yield; for example, 0.34 means a 34% yield).. This data is from Reaction yield outcomes from USPTO patents with 853,638 reactions. (1) The reactants are O.[C:2]([OH:6])(=[O:5])[CH:3]=[O:4].C(O[C:11](=[O:13])[CH3:12])(=O)C.[C:14]([OH:17])(=O)[CH3:15].S(Cl)([Cl:20])=O. The catalyst is C1(C)C=CC=CC=1. The product is [C:14]([O:5][CH:2]([O:6][C:11](=[O:13])[CH3:12])[C:3]([Cl:20])=[O:4])(=[O:17])[CH3:15]. The yield is 0.630. (2) The reactants are COC1C=CC(C[N:8]2[C:26](=[O:27])[N:25]3[CH:21]([CH2:22][CH:23]([O:28][C:29]4[C:38]5[C:33](=[C:34]([CH3:41])[C:35]([O:39][CH3:40])=[CH:36][CH:37]=5)[N:32]=[C:31]([C:42]5[CH:47]=[CH:46][CH:45]=[CH:44][CH:43]=5)[N:30]=4)[CH2:24]3)[C:20](=[O:48])[NH:19][C:18]3([C:49]([NH:51][S:52]([CH:55]4[CH2:57][CH2:56]4)(=[O:54])=[O:53])=[O:50])[CH:16]([CH2:17]3)[CH:15]=[CH:14][CH2:13][CH2:12][CH2:11][CH2:10][CH2:9]2)=CC=1. The catalyst is ClCCl.FC(F)(F)C(O)=O. The product is [CH3:40][O:39][C:35]1[C:34]([CH3:41])=[C:33]2[C:38]([C:29]([O:28][CH:23]3[CH2:22][CH:21]4[N:25]([C:26](=[O:27])[NH:8][CH2:9][CH2:10][CH2:11][CH2:12][CH2:13][CH:14]=[CH:15][CH:16]5[C:18]([C:49]([NH:51][S:52]([CH:55]6[CH2:57][CH2:56]6)(=[O:54])=[O:53])=[O:50])([NH:19][C:20]4=[O:48])[CH2:17]5)[CH2:24]3)=[N:30][C:31]([C:42]3[CH:43]=[CH:44][CH:45]=[CH:46][CH:47]=3)=[N:32]2)=[CH:37][CH:36]=1. The yield is 0.620.